Dataset: Full USPTO retrosynthesis dataset with 1.9M reactions from patents (1976-2016). Task: Predict the reactants needed to synthesize the given product. (1) Given the product [Br:11][C:12]1[CH:13]=[CH:14][C:15]([O:21][CH2:2][C:3]2[CH:10]=[CH:9][CH:8]=[CH:7][C:4]=2[C:5]#[N:6])=[C:16]([CH:20]=1)[C:17]([O:19][CH2:2][C:3]1[CH:10]=[CH:9][CH:8]=[CH:7][C:4]=1[C:5]#[N:6])=[O:18], predict the reactants needed to synthesize it. The reactants are: Br[CH2:2][C:3]1[CH:10]=[CH:9][CH:8]=[CH:7][C:4]=1[C:5]#[N:6].[Br:11][C:12]1[CH:13]=[CH:14][C:15]([OH:21])=[C:16]([CH:20]=1)[C:17]([OH:19])=[O:18].C(=O)([O-])[O-].[K+].[K+]. (2) Given the product [CH3:1][O:2][C:3]1[CH:4]=[C:5]2[C:9](=[CH:10][CH:11]=1)[N:8]([CH2:17][C:18]([O:20][C:21]([CH3:24])([CH3:23])[CH3:22])=[O:19])[C:7](=[O:12])[C:6]2=[O:13], predict the reactants needed to synthesize it. The reactants are: [CH3:1][O:2][C:3]1[CH:4]=[C:5]2[C:9](=[CH:10][CH:11]=1)[NH:8][C:7](=[O:12])[C:6]2=[O:13].[H-].[Na+].Br[CH2:17][C:18]([O:20][C:21]([CH3:24])([CH3:23])[CH3:22])=[O:19]. (3) The reactants are: Br[C:2]1[S:23][C:5]2[N:6]([CH3:22])[C:7](=[O:21])[N:8]([CH2:11][CH2:12][CH2:13][O:14][CH:15]3[CH2:20][CH2:19][CH2:18][CH2:17][O:16]3)[C:9](=[O:10])[C:4]=2[C:3]=1[CH:24]=[O:25].C([O-])([O-])=O.[K+].[K+].[Cl:32][C:33]1[CH:34]=[C:35]([OH:39])[CH:36]=[CH:37][CH:38]=1. Given the product [Cl:32][C:33]1[CH:34]=[C:35]([CH:36]=[CH:37][CH:38]=1)[O:39][C:2]1[S:23][C:5]2[N:6]([CH3:22])[C:7](=[O:21])[N:8]([CH2:11][CH2:12][CH2:13][O:14][CH:15]3[CH2:20][CH2:19][CH2:18][CH2:17][O:16]3)[C:9](=[O:10])[C:4]=2[C:3]=1[CH:24]=[O:25], predict the reactants needed to synthesize it. (4) Given the product [F:19][C:20]1[CH:21]=[C:22]([C:27]2([C:35]([O:37][CH2:38][CH3:39])=[O:36])[CH2:32][CH2:31][CH2:30][N:29]3[C:6]([C:5]4[CH:10]=[CH:11][C:12]([N:13]5[CH:17]=[C:16]([CH3:18])[N:15]=[CH:14]5)=[C:3]([O:2][CH3:1])[CH:4]=4)=[N:8][N:9]=[C:28]23)[CH:23]=[CH:24][C:25]=1[F:26], predict the reactants needed to synthesize it. The reactants are: [CH3:1][O:2][C:3]1[CH:4]=[C:5]([CH:10]=[CH:11][C:12]=1[N:13]1[CH:17]=[C:16]([CH3:18])[N:15]=[CH:14]1)[C:6]([NH:8][NH2:9])=O.[F:19][C:20]1[CH:21]=[C:22]([C:27]2([C:35]([O:37][CH2:38][CH3:39])=[O:36])[CH2:32][CH2:31][CH2:30][N:29]=[C:28]2SC)[CH:23]=[CH:24][C:25]=1[F:26]. (5) Given the product [ClH:29].[NH2:38][C@@H:39]([CH3:61])[CH2:40][N:41]([CH2:42][CH:43]1[CH2:44][CH2:45][N:46]([C:49]2[CH:54]=[CH:53][C:52](=[O:55])[N:51]([CH3:56])[N:50]=2)[CH2:47][CH2:48]1)[C:57](=[O:60])[CH2:58][Cl:59], predict the reactants needed to synthesize it. The reactants are: C(OC(=O)NC[C@@H](N(C(=O)C[Cl:29])CC1CCN(C2C=CC(=O)N(C)N=2)CC1)C)(C)(C)C.C(OC(=O)[NH:38][C@@H:39]([CH3:61])[CH2:40][N:41]([C:57](=[O:60])[CH2:58][Cl:59])[CH2:42][CH:43]1[CH2:48][CH2:47][N:46]([C:49]2[CH:54]=[CH:53][C:52](=[O:55])[N:51]([CH3:56])[N:50]=2)[CH2:45][CH2:44]1)(C)(C)C.Cl. (6) Given the product [N:11]1[C:12]2[C:17](=[CH:16][CH:15]=[CH:14][CH:13]=2)[C:8]([N:1]2[CH2:6][CH2:5][NH:4][CH2:3][CH2:2]2)=[CH:9][CH:10]=1, predict the reactants needed to synthesize it. The reactants are: [NH:1]1[CH2:6][CH2:5][NH:4][CH2:3][CH2:2]1.Cl[C:8]1[C:17]2[C:12](=[CH:13][CH:14]=[CH:15][CH:16]=2)[N:11]=[CH:10][CH:9]=1. (7) Given the product [Cl:18][C:15]1[CH:16]=[CH:17][C:12]([CH:4]2[CH:5]([C:6]3[CH:11]=[CH:10][N:9]=[CH:8][CH:7]=3)[NH:21][NH:20][C:3]2=[O:2])=[CH:13][CH:14]=1, predict the reactants needed to synthesize it. The reactants are: C[O:2][C:3](=O)[C:4]([C:12]1[CH:17]=[CH:16][C:15]([Cl:18])=[CH:14][CH:13]=1)=[CH:5][C:6]1[CH:11]=[CH:10][N:9]=[CH:8][CH:7]=1.[NH2:20][NH2:21].